Dataset: Forward reaction prediction with 1.9M reactions from USPTO patents (1976-2016). Task: Predict the product of the given reaction. (1) Given the reactants C[Si](C)(C)[C:3]([F:6])([F:5])[F:4].[Cl:9][C:10]1[N:15]=[C:14]([CH:16]2[CH2:18][CH2:17]2)[C:13](I)=[C:12]([C:20]([O:22][CH3:23])=[O:21])[CH:11]=1, predict the reaction product. The product is: [Cl:9][C:10]1[N:15]=[C:14]([CH:16]2[CH2:17][CH2:18]2)[C:13]([C:3]([F:6])([F:5])[F:4])=[C:12]([C:20]([O:22][CH3:23])=[O:21])[CH:11]=1. (2) Given the reactants [N:1]1[C:7]2[CH:8]=[CH:9][CH:10]=[CH:11][C:6]=2[N:5]=[C:4]([NH2:12])[CH2:3][C:2]=1[NH2:13].CS(C)=O.[CH3:18][N:19]1[CH2:24][CH2:23]N[CH2:21][CH2:20]1, predict the reaction product. The product is: [CH3:18][N:19]1[CH2:24][CH2:23][N:12]([C:4]2[CH2:3][C:2]([N:13]3[CH2:21][CH2:20][N:19]([CH3:18])[CH2:24][CH2:23]3)=[N:1][C:7]3[CH:8]=[CH:9][CH:10]=[CH:11][C:6]=3[N:5]=2)[CH2:21][CH2:20]1. (3) Given the reactants [CH2:1]([O:8][C:9](=[O:16])[NH:10][CH:11]1[CH2:15][CH:14]=[CH:13][CH2:12]1)[C:2]1[CH:7]=[CH:6][CH:5]=[CH:4][CH:3]=1.[Zn](CC)[CH2:18]C.C(I)I, predict the reaction product. The product is: [CH2:1]([O:8][C:9](=[O:16])[NH:10][CH:11]1[CH2:12][CH:13]2[CH:14]([CH2:18]2)[CH2:15]1)[C:2]1[CH:7]=[CH:6][CH:5]=[CH:4][CH:3]=1. (4) Given the reactants [F:1][C:2]([F:34])([F:33])[C:3]([C:9]1[CH:14]=[CH:13][C:12]([N:15]2[CH2:20][CH2:19][N:18]([S:21]([C:24]3[CH:29]=[CH:28][CH:27]=[CH:26][C:25]=3[N+:30]([O-])=O)(=[O:23])=[O:22])[CH2:17][CH2:16]2)=[CH:11][CH:10]=1)([OH:8])[C:4]([F:7])([F:6])[F:5], predict the reaction product. The product is: [NH2:30][C:25]1[CH:26]=[CH:27][CH:28]=[CH:29][C:24]=1[S:21]([N:18]1[CH2:17][CH2:16][N:15]([C:12]2[CH:11]=[CH:10][C:9]([C:3]([OH:8])([C:2]([F:34])([F:33])[F:1])[C:4]([F:5])([F:6])[F:7])=[CH:14][CH:13]=2)[CH2:20][CH2:19]1)(=[O:22])=[O:23]. (5) Given the reactants Cl[C:2]1[C:3]([C:12]([F:15])([F:14])[F:13])=[CH:4][C:5]([N+:9]([O-:11])=[O:10])=[C:6]([CH:8]=1)[NH2:7].CC(C)([O-])C.[K+].[OH:22][C:23]1[CH:30]=[CH:29][C:26]([CH:27]=[O:28])=[CH:25][CH:24]=1.O, predict the reaction product. The product is: [NH2:7][C:6]1[C:5]([N+:9]([O-:11])=[O:10])=[CH:4][C:3]([C:12]([F:15])([F:14])[F:13])=[C:2]([O:22][C:23]2[CH:30]=[CH:29][C:26]([CH:27]=[O:28])=[CH:25][CH:24]=2)[CH:8]=1. (6) Given the reactants [K+:1].[CH:2](=[C:6]([CH2:12][C:13]([OH:15])=[O:14])[C:7](=[O:11])[C:8]([O-:10])=[O:9])[CH:3]([CH3:5])[CH3:4], predict the reaction product. The product is: [K+:1].[CH3:4][CH:3]([CH3:5])[CH2:2][CH:6]([CH2:12][C:13]([OH:15])=[O:14])[C:7](=[O:11])[C:8]([O-:10])=[O:9].